This data is from Forward reaction prediction with 1.9M reactions from USPTO patents (1976-2016). The task is: Predict the product of the given reaction. (1) Given the reactants [NH2:1][C:2]1[CH:7]=[CH:6][C:5]([CH2:8][CH2:9][C:10]2[N:11]=[C:12]([NH:26][C:27](=[O:29])[CH3:28])[S:13][C:14]=2[CH2:15][C:16]2[CH:21]=[CH:20][C:19]([S:22]([CH3:25])(=[O:24])=[O:23])=[CH:18][CH:17]=2)=[CH:4][CH:3]=1.CS[C:32]1[S:33][CH2:34][CH2:35][N:36]=1.Cl.C([O-])(O)=O.[Na+], predict the reaction product. The product is: [S:33]1[CH2:34][CH2:35][N:36]=[C:32]1[NH:1][C:2]1[CH:3]=[CH:4][C:5]([CH2:8][CH2:9][C:10]2[N:11]=[C:12]([NH:26][C:27](=[O:29])[CH3:28])[S:13][C:14]=2[CH2:15][C:16]2[CH:21]=[CH:20][C:19]([S:22]([CH3:25])(=[O:24])=[O:23])=[CH:18][CH:17]=2)=[CH:6][CH:7]=1. (2) Given the reactants [CH3:1][O:2][C:3]1[CH:4]=[C:5]([CH:11]=[C:12]([N+:17]([O-:19])=O)[C:13]=1[CH2:14][CH:15]=O)[C:6]([O:8][CH2:9][CH3:10])=[O:7].[CH3:20]N(C=O)C, predict the reaction product. The product is: [CH3:20][O:19][N:17]1[C:12]2[C:13](=[C:3]([O:2][CH3:1])[CH:4]=[C:5]([C:6]([O:8][CH2:9][CH3:10])=[O:7])[CH:11]=2)[CH:14]=[CH:15]1. (3) Given the reactants CO[C:3](=[O:24])[C:4]1[CH:9]=[CH:8][C:7]([O:10][CH2:11][C:12]2[C:13]([C:17]3[CH:22]=[CH:21][C:20]([F:23])=[CH:19][CH:18]=3)=[N:14][O:15][CH:16]=2)=[N:6][CH:5]=1.[CH:25]1([NH2:28])[CH2:27][CH2:26]1, predict the reaction product. The product is: [CH:25]1([NH:28][C:3](=[O:24])[C:4]2[CH:9]=[CH:8][C:7]([O:10][CH2:11][C:12]3[C:13]([C:17]4[CH:18]=[CH:19][C:20]([F:23])=[CH:21][CH:22]=4)=[N:14][O:15][CH:16]=3)=[N:6][CH:5]=2)[CH2:27][CH2:26]1. (4) Given the reactants [CH2:1]([OH:8])[C:2]1[CH:7]=[CH:6][CH:5]=[CH:4][CH:3]=1.[C:9]([O:16][CH3:17])(=[O:15])[CH2:10][C:11](OC)=[O:12].[OH-].[K+], predict the reaction product. The product is: [C:9]([O:16][CH2:17][C:2]1[CH:7]=[CH:6][CH:5]=[CH:4][CH:3]=1)(=[O:15])[CH2:10][C:11]([O:8][CH2:1][C:2]1[CH:7]=[CH:6][CH:5]=[CH:4][CH:3]=1)=[O:12].